This data is from Reaction yield outcomes from USPTO patents with 853,638 reactions. The task is: Predict the reaction yield, written as a fraction of the theoretical maximum amount of product (1.0 means a 100% yield; for example, 0.34 means a 34% yield). (1) The reactants are [Br:1][C:2]1[CH:10]=[CH:9][C:5]2[NH:6][CH:7]=[N:8][C:4]=2[CH:3]=1.CN1C=CN=C1.Cl[C:18]1([C:24]([O:26][CH3:27])=[O:25])[C:22](=[O:23])[CH:21]=[CH:20][S:19]1.[Si:28](Cl)([C:31]([CH3:34])([CH3:33])[CH3:32])([CH3:30])[CH3:29]. The catalyst is C(Cl)(Cl)Cl. The product is [Br:1][C:2]1[CH:10]=[CH:9][C:5]2[N:6]=[CH:7][N:8]([C:20]3[S:19][C:18]([C:24]([O:26][CH3:27])=[O:25])=[C:22]([O:23][Si:28]([C:31]([CH3:34])([CH3:33])[CH3:32])([CH3:30])[CH3:29])[CH:21]=3)[C:4]=2[CH:3]=1. The yield is 0.240. (2) The reactants are Br[C:2]1[CH:7]=[CH:6][C:5]([O:8][CH2:9][C:10]2[CH:15]=[CH:14][C:13]([Cl:16])=[C:12]([Cl:17])[CH:11]=2)=[CH:4][C:3]=1[CH3:18].[C:19]([Cu])#[N:20]. The catalyst is CN1CCCC1=O. The product is [Cl:17][C:12]1[CH:11]=[C:10]([CH:15]=[CH:14][C:13]=1[Cl:16])[CH2:9][O:8][C:5]1[CH:6]=[CH:7][C:2]([C:19]#[N:20])=[C:3]([CH3:18])[CH:4]=1. The yield is 0.630. (3) The reactants are [N+:1]([C:4]1[C:5]([O:19][CH3:20])=[C:6]([C:11]2[O:15][C:14]([C:16]([OH:18])=[O:17])=[CH:13][CH:12]=2)[CH:7]=[C:8]([CH3:10])[CH:9]=1)([O-])=O.C([O-])=O.[NH4+]. The catalyst is C(OCC)(=O)C.[Pd]. The product is [NH2:1][C:4]1[C:5]([O:19][CH3:20])=[C:6]([C:11]2[O:15][C:14]([C:16]([OH:18])=[O:17])=[CH:13][CH:12]=2)[CH:7]=[C:8]([CH3:10])[CH:9]=1. The yield is 0.973. (4) The reactants are [NH2:1][C:2]1[N:11]=[CH:10][C:9]2[C:8](SC)=[N:7][CH:6]=[N:5][C:4]=2[CH:3]=1.[F:14][C:15]1[CH:16]=[C:17]([CH:19]=[CH:20][CH:21]=1)[NH2:18]. No catalyst specified. The product is [NH2:1][C:2]1[N:11]=[CH:10][C:9]2[C:8]([NH:18][C:17]3[CH:19]=[CH:20][CH:21]=[C:15]([F:14])[CH:16]=3)=[N:7][CH:6]=[N:5][C:4]=2[CH:3]=1. The yield is 0.650. (5) The reactants are [Cl:1][C:2]1[C:8]([F:9])=[CH:7][CH:6]=[CH:5][C:3]=1[NH2:4].[C:10]1(P([C:10]2[CH:15]=[CH:14][CH:13]=[CH:12][CH:11]=2)[C:10]2[CH:15]=[CH:14][C:13]3[C:12](=CC=CC=3)[C:11]=2[C:10]2[C:15]3[C:14](=CC=CC=3)[CH:13]=[CH:12][C:11]=2P([C:10]2[CH:15]=[CH:14][CH:13]=[CH:12][CH:11]=2)[C:10]2[CH:15]=[CH:14][CH:13]=[CH:12][CH:11]=2)[CH:15]=[CH:14][CH:13]=[CH:12][CH:11]=1.C(=O)([O-])[O-].[Cs+].[Cs+].IC1C=CC=CC=1. The catalyst is C1(C)C=CC=CC=1.C([O-])(=O)C.[Pd+2].C([O-])(=O)C. The product is [Cl:1][C:2]1[C:8]([F:9])=[CH:7][CH:6]=[CH:5][C:3]=1[NH:4][C:10]1[CH:15]=[CH:14][CH:13]=[CH:12][CH:11]=1. The yield is 0.540. (6) The catalyst is C1COCC1. The yield is 0.850. The product is [F:5][C:6]([F:17])([F:18])[C:7]([C:13]([F:14])([F:15])[F:16])([OH:12])[CH2:8][CH:9]([CH3:11])[CH2:10][OH:19]. The reactants are B.CSC.[F:5][C:6]([F:18])([F:17])[C:7]([C:13]([F:16])([F:15])[F:14])([OH:12])[CH2:8][C:9]([CH3:11])=[CH2:10].[OH-:19].[Na+]. (7) The reactants are Cl[C:2]1[N:7]=[C:6]([NH:8][C:9]([C:11]2([C:14]3[CH:24]=[CH:23][C:17]4[O:18][C:19]([F:22])([F:21])[O:20][C:16]=4[CH:15]=3)[CH2:13][CH2:12]2)=[O:10])[CH:5]=[CH:4][C:3]=1[CH3:25].[CH3:26][O:27][C:28]1[C:33](B2OC(C)(C)C(C)(C)O2)=[CH:32][C:31]([CH3:43])=[CH:30][N:29]=1.C(=O)([O-])[O-].[Na+].[Na+]. The catalyst is COCCOC.C(OCC)(=O)C.C1C=CC([P]([Pd]([P](C2C=CC=CC=2)(C2C=CC=CC=2)C2C=CC=CC=2)([P](C2C=CC=CC=2)(C2C=CC=CC=2)C2C=CC=CC=2)[P](C2C=CC=CC=2)(C2C=CC=CC=2)C2C=CC=CC=2)(C2C=CC=CC=2)C2C=CC=CC=2)=CC=1. The product is [F:21][C:19]1([F:22])[O:18][C:17]2[CH:23]=[CH:24][C:14]([C:11]3([C:9]([NH:8][C:6]4[N:7]=[C:2]([C:33]5[C:28]([O:27][CH3:26])=[N:29][CH:30]=[C:31]([CH3:43])[CH:32]=5)[C:3]([CH3:25])=[CH:4][CH:5]=4)=[O:10])[CH2:13][CH2:12]3)=[CH:15][C:16]=2[O:20]1. The yield is 0.720. (8) The reactants are [Cl:1][C:2]1[CH:7]=[CH:6][C:5]([N+:8]([O-])=O)=[CH:4][C:3]=1[NH:11][C:12](=[O:19])[C:13]1[CH:18]=[CH:17][CH:16]=[N:15][CH:14]=1.O.O.[Sn](Cl)Cl.C(Cl)Cl. The catalyst is C(O)C. The product is [NH2:8][C:5]1[CH:6]=[CH:7][C:2]([Cl:1])=[C:3]([NH:11][C:12](=[O:19])[C:13]2[CH:18]=[CH:17][CH:16]=[N:15][CH:14]=2)[CH:4]=1. The yield is 0.510. (9) The reactants are C(Cl)(=O)C(Cl)=O.CS(C)=O.[CH:11]1([CH:16]([N:20]2[CH:24]=[C:23]([C:25]3[C:26]4[CH:33]=[CH:32][N:31]([CH2:34][O:35][CH2:36][CH2:37][Si:38]([CH3:41])([CH3:40])[CH3:39])[C:27]=4[N:28]=[CH:29][N:30]=3)[CH:22]=[N:21]2)[CH2:17][CH2:18][OH:19])[CH2:15][CH2:14][CH2:13][CH2:12]1.O. The catalyst is C(Cl)Cl. The product is [CH:11]1([CH:16]([N:20]2[CH:24]=[C:23]([C:25]3[C:26]4[CH:33]=[CH:32][N:31]([CH2:34][O:35][CH2:36][CH2:37][Si:38]([CH3:39])([CH3:41])[CH3:40])[C:27]=4[N:28]=[CH:29][N:30]=3)[CH:22]=[N:21]2)[CH2:17][CH:18]=[O:19])[CH2:15][CH2:14][CH2:13][CH2:12]1. The yield is 0.820. (10) The reactants are [O:1]1[CH:5]=[CH:4][C:3]([C:6]([OH:8])=[O:7])=[CH:2]1.[BrH:9].[NH+]1C=CC=CC=1. The catalyst is C(O)(=O)C. The product is [Br:9][C:5]1[O:1][CH:2]=[C:3]([C:6]([OH:8])=[O:7])[CH:4]=1. The yield is 0.210.